Dataset: Full USPTO retrosynthesis dataset with 1.9M reactions from patents (1976-2016). Task: Predict the reactants needed to synthesize the given product. (1) Given the product [F:12][B-:11]([F:14])([F:13])[CH2:10][O:6][CH2:5][C:4]([F:8])([F:7])[F:3].[K+:15], predict the reactants needed to synthesize it. The reactants are: [H-].[Na+].[F:3][C:4]([F:8])([F:7])[CH2:5][OH:6].Br[CH2:10][B-:11]([F:14])([F:13])[F:12].[K+:15].F.[K]. (2) Given the product [Cl:1][C:2]1[CH:3]=[C:4]2[C:9](=[CH:10][C:11]=1[OH:12])[O:8][CH:7]=[C:6]([C:13]1[CH:18]=[CH:17][CH:16]=[CH:15][C:14]=1[OH:19])[C:5]2=[O:21], predict the reactants needed to synthesize it. The reactants are: [Cl:1][C:2]1[CH:3]=[C:4]2[C:9](=[CH:10][C:11]=1[OH:12])[O:8][CH:7]=[C:6]([C:13]1[CH:18]=[CH:17][CH:16]=[CH:15][C:14]=1[O:19]C)[C:5]2=[O:21].B(Br)(Br)Br. (3) Given the product [CH2:10]([O:17][C:18](=[O:30])[C@@H:19]([NH:22][C:23]([O:25][C:26]([CH3:29])([CH3:28])[CH3:27])=[O:24])[CH2:20][C:32]1[CH:33]=[CH:34][C:35]([N:38]2[CH2:39][C:40](=[O:54])[N:41]([CH2:45][C:46]3[CH:47]=[CH:48][C:49]([O:52][CH3:53])=[CH:50][CH:51]=3)[S:42]2(=[O:44])=[O:43])=[CH:36][CH:37]=1)[C:11]1[CH:16]=[CH:15][CH:14]=[CH:13][CH:12]=1, predict the reactants needed to synthesize it. The reactants are: BrCCBr.C[Si](Cl)(C)C.[CH2:10]([O:17][C:18](=[O:30])[C@@H:19]([NH:22][C:23]([O:25][C:26]([CH3:29])([CH3:28])[CH3:27])=[O:24])[CH2:20]I)[C:11]1[CH:16]=[CH:15][CH:14]=[CH:13][CH:12]=1.I[C:32]1[CH:37]=[CH:36][C:35]([N:38]2[S:42](=[O:44])(=[O:43])[N:41]([CH2:45][C:46]3[CH:51]=[CH:50][C:49]([O:52][CH3:53])=[CH:48][CH:47]=3)[C:40](=[O:54])[CH2:39]2)=[CH:34][CH:33]=1.C1(C)C=CC=CC=1P(C1C=CC=CC=1C)C1C=CC=CC=1C.[Cl-].[NH4+]. (4) The reactants are: [C:1]([C:5]1[CH:9]=[C:8]([C:10]([O:12]CC)=[O:11])[N:7]([C:15]2[CH:20]=[CH:19][C:18]([P:21]([CH2:25][CH3:26])([CH2:23][CH3:24])=[O:22])=[CH:17][CH:16]=2)[N:6]=1)([CH3:4])([CH3:3])[CH3:2]. Given the product [C:1]([C:5]1[CH:9]=[C:8]([C:10]([OH:12])=[O:11])[N:7]([C:15]2[CH:16]=[CH:17][C:18]([P:21]([CH2:25][CH3:26])([CH2:23][CH3:24])=[O:22])=[CH:19][CH:20]=2)[N:6]=1)([CH3:4])([CH3:2])[CH3:3], predict the reactants needed to synthesize it. (5) Given the product [C:22]([NH:10][C:9]([NH2:11])=[NH:8])([O:21][CH2:14][C:15]1[CH:20]=[CH:19][CH:18]=[CH:17][CH:16]=1)=[O:23], predict the reactants needed to synthesize it. The reactants are: O1CCOCC1.Cl.[NH2:8][C:9]([NH2:11])=[NH:10].[OH-].[Na+].[CH2:14]([O:21][C:22](Cl)=[O:23])[C:15]1[CH:20]=[CH:19][CH:18]=[CH:17][CH:16]=1.